This data is from Peptide-MHC class I binding affinity with 185,985 pairs from IEDB/IMGT. The task is: Regression. Given a peptide amino acid sequence and an MHC pseudo amino acid sequence, predict their binding affinity value. This is MHC class I binding data. (1) The peptide sequence is QGYWHLTPEK. The MHC is Mamu-B8301 with pseudo-sequence Mamu-B8301. The binding affinity (normalized) is 0.766. (2) The peptide sequence is EVREFLGSY. The MHC is HLA-B07:02 with pseudo-sequence HLA-B07:02. The binding affinity (normalized) is 0.0847. (3) The peptide sequence is FMFNELLAL. The binding affinity (normalized) is 1.00. The MHC is HLA-A02:01 with pseudo-sequence HLA-A02:01. (4) The peptide sequence is GHTPSEPL. The MHC is H-2-Kd with pseudo-sequence H-2-Kd. The binding affinity (normalized) is 0.434. (5) The peptide sequence is FLIYFRSPL. The MHC is BoLA-JSP.1 with pseudo-sequence BoLA-JSP.1. The binding affinity (normalized) is 0.405. (6) The peptide sequence is YFHKRDMRL. The MHC is HLA-B18:01 with pseudo-sequence HLA-B18:01. The binding affinity (normalized) is 0.0847. (7) The peptide sequence is IMGVIFLISV. The MHC is HLA-A02:01 with pseudo-sequence HLA-A02:01. The binding affinity (normalized) is 0.858. (8) The peptide sequence is LFSEVMEDLF. The binding affinity (normalized) is 0.196. The MHC is Mamu-B17 with pseudo-sequence Mamu-B17.